From a dataset of Forward reaction prediction with 1.9M reactions from USPTO patents (1976-2016). Predict the product of the given reaction. (1) Given the reactants IN1[C:6](=[O:7])[CH2:5]CC1=O.C(N([CH2:14][CH3:15])CC)C.[OH-:16].[Na+].ClC1[CH:24]=[C:23]([CH3:25])[CH:22]=[C:21]([OH:26])[C:20]=1[C:27]([C:29]1[CH:34]=[CH:33][C:32](OC)=[CH:31][CH:30]=1)=[O:28].O1CC[CH2:39][CH2:38]1, predict the reaction product. The product is: [CH2:6]([O:7][C:25]([C:23]1[CH:24]=[C:14]([CH3:15])[C:20]([C:27](=[O:28])[C:29]2[CH:30]=[CH:31][C:32]([CH2:38][CH3:39])=[CH:33][CH:34]=2)=[C:21]([OH:26])[CH:22]=1)=[O:16])[CH3:5]. (2) Given the reactants I([O-])(=O)(=O)=O.[Na+].[Br:7][C:8]1[CH:13]=[CH:12][C:11]([F:14])=[CH:10][C:9]=1[O:15]CC=C.C1C[O:22][CH2:21][CH2:20]1, predict the reaction product. The product is: [Br:7][C:8]1[C:9]([OH:15])=[C:10]([CH2:20][CH:21]=[O:22])[C:11]([F:14])=[CH:12][CH:13]=1.